This data is from Forward reaction prediction with 1.9M reactions from USPTO patents (1976-2016). The task is: Predict the product of the given reaction. (1) Given the reactants [C:1]([O:5][C:6]([NH:8][C@@H:9]([C@@H:14]([O:17][C@@H:18]([CH2:20][CH2:21][CH:22]=[CH2:23])[CH3:19])[CH2:15][CH3:16])[C:10]([O:12]C)=[O:11])=[O:7])([CH3:4])([CH3:3])[CH3:2].C1COCC1.[Li+].[OH-].Cl, predict the reaction product. The product is: [C:1]([O:5][C:6]([NH:8][C@@H:9]([C@@H:14]([O:17][C@@H:18]([CH2:20][CH2:21][CH:22]=[CH2:23])[CH3:19])[CH2:15][CH3:16])[C:10]([OH:12])=[O:11])=[O:7])([CH3:2])([CH3:4])[CH3:3]. (2) The product is: [C:1]([C:5]1[N:6]=[C:7]2[CH:12]=[C:11]([NH:43][C:46](=[O:31])[O:52][C:48]([CH3:51])([CH3:50])[CH3:49])[CH:10]=[CH:9][N:8]2[C:16]=1[CH2:17][CH:18]1[CH2:23][CH2:22][CH2:21][CH2:20][CH2:19]1)([CH3:4])([CH3:2])[CH3:3]. Given the reactants [C:1]([C:5]1[N:6]=[C:7]2[CH:12]=[C:11](C(O)=O)[CH:10]=[CH:9][N:8]2[C:16]=1[CH2:17][CH:18]1[CH2:23][CH2:22][CH2:21][CH2:20][CH2:19]1)([CH3:4])([CH3:3])[CH3:2].C1(P(N=[N+]=[N-])(C2C=CC=CC=2)=[O:31])C=CC=CC=1.C([N:43]([CH2:46]C)CC)C.[C:48]([OH:52])([CH3:51])([CH3:50])[CH3:49], predict the reaction product. (3) Given the reactants O[CH2:2][C:3]1[CH:20]=[CH:19][C:6]([CH2:7][N:8]2[CH:13]=[C:12]([C:14]([F:17])([F:16])[F:15])[CH:11]=[CH:10][C:9]2=[O:18])=[CH:5][CH:4]=1.[Cl:21][C:22]1[N:27]=[CH:26][N:25]=[C:24]2[NH:28][N:29]=[CH:30][C:23]=12.C1(P(C2C=CC=CC=2)C2C=CC=CC=2)C=CC=CC=1.N(/C(OC(C)C)=O)=N\C(OC(C)C)=O, predict the reaction product. The product is: [Cl:21][C:22]1[C:23]2[C:24](=[N:28][N:29]([CH2:2][C:3]3[CH:20]=[CH:19][C:6]([CH2:7][N:8]4[CH:13]=[C:12]([C:14]([F:17])([F:16])[F:15])[CH:11]=[CH:10][C:9]4=[O:18])=[CH:5][CH:4]=3)[CH:30]=2)[N:25]=[CH:26][N:27]=1. (4) Given the reactants [CH3:1][N:2]1[CH:7]=[C:6]([C:8]2[CH:13]=[C:12]([CH2:14][S:15]([CH3:18])(=[O:17])=[O:16])[CH:11]=[CH:10][C:9]=2[NH:19][C:20]2[CH:21]=[N:22][CH:23]=[N:24][CH:25]=2)[C:5]2[CH:26]=[CH:27][NH:28][C:4]=2[C:3]1=[O:29].[CH2:30]=O, predict the reaction product. The product is: [CH3:1][N:2]1[C:3](=[O:29])[C:4]2[NH:28][CH:27]=[C:26]3[CH2:30][N:19]([C:20]4[CH:21]=[N:22][CH:23]=[N:24][CH:25]=4)[C:9]4[CH:10]=[CH:11][C:12]([CH2:14][S:15]([CH3:18])(=[O:16])=[O:17])=[CH:13][C:8]=4[C:6]([C:5]=23)=[CH:7]1. (5) Given the reactants [Br:1][C:2]1[N:7]=[C:6]([C:8]#N)[C:5]([OH:10])=[C:4]([O:11][CH3:12])[CH:3]=1.[OH:13]S(O)(=O)=O.[OH2:18], predict the reaction product. The product is: [Br:1][C:2]1[N:7]=[C:6]([C:8]([OH:13])=[O:18])[C:5]([OH:10])=[C:4]([O:11][CH3:12])[CH:3]=1.